This data is from Full USPTO retrosynthesis dataset with 1.9M reactions from patents (1976-2016). The task is: Predict the reactants needed to synthesize the given product. (1) Given the product [CH3:30][C:6]1[C:5]([CH2:4][C:3]([OH:31])=[O:2])=[C:9]([CH3:10])[N:8]([CH2:11][C:12]2[CH:13]=[CH:14][C:15]([CH2:18][S:19][C:20]3[CH:21]=[CH:22][C:23]([C:26]([F:29])([F:28])[F:27])=[CH:24][CH:25]=3)=[CH:16][CH:17]=2)[N:7]=1, predict the reactants needed to synthesize it. The reactants are: C[O:2][C:3](=[O:31])[CH2:4][C:5]1[C:6]([CH3:30])=[N:7][N:8]([CH2:11][C:12]2[CH:17]=[CH:16][C:15]([CH2:18][S:19][C:20]3[CH:25]=[CH:24][C:23]([C:26]([F:29])([F:28])[F:27])=[CH:22][CH:21]=3)=[CH:14][CH:13]=2)[C:9]=1[CH3:10].[OH-].[Na+].O.Cl. (2) Given the product [Cl:3][C:4]1[C:14]2[O:13][CH2:12][CH2:11][N:10]([CH3:15])[C:9](=[O:16])[C:8]=2[CH:7]=[CH:6][C:5]=1[O:17][C:18]1[CH:19]=[C:20]([CH:25]=[C:26]([O:28][C@H:29]2[CH2:33][CH2:32][O:31][CH2:30]2)[CH:27]=1)[C:21]([OH:23])=[O:22], predict the reactants needed to synthesize it. The reactants are: [OH-].[Na+].[Cl:3][C:4]1[C:14]2[O:13][CH2:12][CH2:11][N:10]([CH3:15])[C:9](=[O:16])[C:8]=2[CH:7]=[CH:6][C:5]=1[O:17][C:18]1[CH:19]=[C:20]([CH:25]=[C:26]([O:28][C@H:29]2[CH2:33][CH2:32][O:31][CH2:30]2)[CH:27]=1)[C:21]([O:23]C)=[O:22]. (3) Given the product [CH2:1]([N:5]1[C:9]([CH2:10][N:11]([CH2:17][C:18]2[CH:19]=[C:20]3[C:24](=[CH:25][CH:26]=2)[NH:23][CH:22]=[C:21]3[C:40]#[N:39])[CH2:12][CH2:13][CH:14]([CH3:15])[CH3:16])=[C:8]([Cl:27])[N:7]=[C:6]1[C:28]1[CH:33]=[CH:32][CH:31]=[CH:30][C:29]=1[CH3:34])[CH2:2][CH2:3][CH3:4], predict the reactants needed to synthesize it. The reactants are: [CH2:1]([N:5]1[C:9]([CH2:10][N:11]([CH2:17][C:18]2[CH:19]=[C:20]3[C:24](=[CH:25][CH:26]=2)[NH:23][CH:22]=[CH:21]3)[CH2:12][CH2:13][CH:14]([CH3:16])[CH3:15])=[C:8]([Cl:27])[N:7]=[C:6]1[C:28]1[CH:33]=[CH:32][CH:31]=[CH:30][C:29]=1[CH3:34])[CH2:2][CH2:3][CH3:4].ClS([N:39]=[C:40]=O)(=O)=O.CN(C=O)C.[OH-].[NH4+]. (4) The reactants are: [CH2:1]([O:5][C:6]1[CH:11]=[CH:10][C:9]([CH2:12][CH2:13][CH2:14][OH:15])=[C:8]([O:16][C:17]2[CH:22]=[CH:21][C:20]([C:23]([F:26])([F:25])[F:24])=[CH:19][N:18]=2)[CH:7]=1)[CH2:2][CH2:3][CH3:4].O[C:28]1[C:33]([O:34][CH3:35])=[CH:32][CH:31]=[CH:30][C:29]=1[CH2:36][C:37]([O:39]C)=[O:38].C(P(CCCC)CCCC)CCC.N(C(N1CCCCC1)=O)=NC(N1CCCCC1)=O.O1CCCC1CO.[OH-].[Na+].Cl. Given the product [CH2:1]([O:5][C:6]1[CH:11]=[CH:10][C:9]([CH2:12][CH2:13][CH2:14][O:15][C:28]2[C:33]([O:34][CH3:35])=[CH:32][CH:31]=[CH:30][C:29]=2[CH2:36][C:37]([OH:39])=[O:38])=[C:8]([O:16][C:17]2[CH:22]=[CH:21][C:20]([C:23]([F:26])([F:24])[F:25])=[CH:19][N:18]=2)[CH:7]=1)[CH2:2][CH2:3][CH3:4], predict the reactants needed to synthesize it. (5) Given the product [CH:11]1([C:15]2[CH:20]=[CH:19][C:18]([C:2]3[N:3]=[C:4]4[N:10]=[CH:9][NH:8][C:5]4=[N:6][CH:7]=3)=[C:17]([F:24])[C:16]=2[O:25][CH3:26])[CH2:12][CH2:13][CH2:14]1, predict the reactants needed to synthesize it. The reactants are: Br[C:2]1[N:3]=[C:4]2[N:10]=[CH:9][NH:8][C:5]2=[N:6][CH:7]=1.[CH:11]1([C:15]2[CH:20]=[CH:19][C:18](B(O)O)=[C:17]([F:24])[C:16]=2[O:25][CH3:26])[CH2:14][CH2:13][CH2:12]1.C(Cl)Cl.C(=O)(O)[O-].[Na+]. (6) Given the product [CH2:1]([O:3][C:4]([C:6]1([NH:11][C:12]([CH:14]2[CH2:18][CH:17]([O:19][C:20]3[CH:25]=[C:24]([C:26]4[CH:27]=[CH:28][CH:29]=[CH:30][CH:31]=4)[N:23]=[C:22]([O:32][CH3:33])[N:21]=3)[CH2:16][CH:15]2[C:34](=[O:36])[N:39]([CH2:40][CH2:41][CH2:42][CH2:43][CH:44]=[CH2:45])[CH3:38])=[O:13])[CH2:8][CH:7]1[CH:9]=[CH2:10])=[O:5])[CH3:2], predict the reactants needed to synthesize it. The reactants are: [CH2:1]([O:3][C:4]([C:6]1([NH:11][C:12]([CH:14]2[CH2:18][CH:17]([O:19][C:20]3[CH:25]=[C:24]([C:26]4[CH:31]=[CH:30][CH:29]=[CH:28][CH:27]=4)[N:23]=[C:22]([O:32][CH3:33])[N:21]=3)[CH2:16][CH:15]2[C:34]([OH:36])=O)=[O:13])[CH2:8][CH:7]1[CH:9]=[CH2:10])=[O:5])[CH3:2].Cl.[CH3:38][NH:39][CH:40]=[CH:41][CH2:42][CH2:43][CH2:44][CH3:45].CCN(C(C)C)C(C)C.CN(C(ON1N=NC2C=CC=NC1=2)=[N+](C)C)C.F[P-](F)(F)(F)(F)F.C(=O)([O-])O.[Na+]. (7) Given the product [CH3:2][O:3][C:4](=[O:14])[C@H:5]([CH2:7][C:8]1[CH:13]=[CH:12][CH:11]=[CH:10][CH:9]=1)[NH:6][C:27](=[O:28])[C@H:19]([CH2:20][C:21]1[CH:22]=[CH:23][CH:24]=[CH:25][CH:26]=1)[NH:18][C:15](=[O:17])[CH3:16], predict the reactants needed to synthesize it. The reactants are: Cl.[CH3:2][O:3][C:4](=[O:14])[C@H:5]([CH2:7][C:8]1[CH:13]=[CH:12][CH:11]=[CH:10][CH:9]=1)[NH2:6].[C:15]([NH:18][C@H:19]([C:27](O)=[O:28])[CH2:20][C:21]1[CH:26]=[CH:25][CH:24]=[CH:23][CH:22]=1)(=[O:17])[CH3:16].CN1CCOCC1. (8) Given the product [C:31]([C:30]([CH3:34])([CH3:33])[C@@H:29]([NH:28][C:16]([C:15]1[C:9]2[C:10](=[N:11][CH:12]=[C:7]([C:5]3[CH:4]=[N:3][N:2]([CH3:1])[CH:6]=3)[N:8]=2)[N:13]([CH2:19][O:20][CH2:21][CH2:22][Si:23]([CH3:25])([CH3:24])[CH3:26])[CH:14]=1)=[O:17])[CH3:35])#[N:32], predict the reactants needed to synthesize it. The reactants are: [CH3:1][N:2]1[CH:6]=[C:5]([C:7]2[N:8]=[C:9]3[C:15]([C:16](O)=[O:17])=[CH:14][N:13]([CH2:19][O:20][CH2:21][CH2:22][Si:23]([CH3:26])([CH3:25])[CH3:24])[C:10]3=[N:11][CH:12]=2)[CH:4]=[N:3]1.Cl.[NH2:28][C@@H:29]([CH3:35])[C:30]([CH3:34])([CH3:33])[C:31]#[N:32].C(Cl)CCl.C1C=CC2N(O)N=NC=2C=1.CCN(C(C)C)C(C)C. (9) Given the product [Cl:1][C:2]1[CH:7]=[CH:6][N:5]=[C:4]([F:8])[C:3]=1[CH2:20][CH2:19][CH2:18][Cl:17], predict the reactants needed to synthesize it. The reactants are: [Cl:1][C:2]1[CH:7]=[CH:6][N:5]=[C:4]([F:8])[CH:3]=1.[Li+].CC([N-]C(C)C)C.[Cl:17][CH2:18][CH2:19][CH2:20]I.